This data is from Full USPTO retrosynthesis dataset with 1.9M reactions from patents (1976-2016). The task is: Predict the reactants needed to synthesize the given product. (1) Given the product [CH3:11][O:8][CH2:7][CH:1]1[CH2:6][CH2:5][CH:4]=[CH:3][CH2:2]1, predict the reactants needed to synthesize it. The reactants are: [CH:1]1([CH2:7][OH:8])[CH2:6][CH2:5][CH:4]=[CH:3][CH2:2]1.[H-].[Na+].[CH3:11]I. (2) The reactants are: [CH3:1][C@@:2]12[C@H:12]3[C@@H:13]([OH:26])[CH2:14][C@:15]4([CH3:25])[C@@:19]([OH:24])([C:20]([CH2:22][OH:23])=[O:21])[CH2:18][CH2:17][C@H:16]4[C@@H:11]3[CH2:10][CH2:9][C:8]1=[CH:7][C:5](=[O:6])[CH2:4][CH2:3]2.CC(=O)[C@@H]1[C@]2(C)[C@H]([C@H]3[C@H](CC2)[C@]2(C)C(=[CH:37][C:38](=[O:48])CC2)CC3)CC1. Given the product [CH3:37][C:38]([O:23][CH2:22][C:20]([C@:19]1([OH:24])[C@@:15]2([CH3:25])[CH2:14][C@H:13]([OH:26])[C@@H:12]3[C@:2]4([CH3:1])[C:8](=[CH:7][C:5]([CH2:4][CH2:3]4)=[O:6])[CH2:9][CH2:10][C@H:11]3[C@@H:16]2[CH2:17][CH2:18]1)=[O:21])=[O:48], predict the reactants needed to synthesize it. (3) Given the product [CH3:28][C:22]1[C:23]([CH3:27])=[CH:24][CH:25]=[CH:26][C:21]=1[O:20][CH2:19][CH2:18][CH2:17][C:16]([N:11]1[C:12]2[C:7](=[C:6]([C:5]3[N:4]=[N:3][N:2]([CH2:31][C:32]4[CH:33]=[C:34]([NH:38][C:39](=[O:45])[O:40][C:41]([CH3:43])([CH3:42])[CH3:44])[CH:35]=[CH:36][CH:37]=4)[N:1]=3)[CH:15]=[CH:14][CH:13]=2)[CH2:8][CH2:9][CH2:10]1)=[O:29], predict the reactants needed to synthesize it. The reactants are: [NH:1]1[C:5]([C:6]2[CH:15]=[CH:14][CH:13]=[C:12]3[C:7]=2[CH2:8][CH2:9][CH2:10][N:11]3[C:16](=[O:29])[CH2:17][CH2:18][CH2:19][O:20][C:21]2[CH:26]=[CH:25][CH:24]=[C:23]([CH3:27])[C:22]=2[CH3:28])=[N:4][N:3]=[N:2]1.Br[CH2:31][C:32]1[CH:33]=[C:34]([NH:38][C:39](=[O:45])[O:40][C:41]([CH3:44])([CH3:43])[CH3:42])[CH:35]=[CH:36][CH:37]=1.C([O-])([O-])=O.[K+].[K+]. (4) Given the product [C:1]([O:5][C@@H:6]([C:10]1[C:35]([CH3:36])=[CH:34][C:13]2[N:14]=[C:15]([C:17]3[CH:18]=[C:19]4[C:23](=[CH:24][CH:25]=3)[N:22]([CH3:26])[N:21]=[C:20]4[N:27]([CH3:32])[CH3:28])[S:16][C:12]=2[C:11]=1[C:37]1[CH:42]=[CH:41][C:40]([Cl:43])=[CH:39][CH:38]=1)[C:7]([OH:9])=[O:8])([CH3:4])([CH3:2])[CH3:3], predict the reactants needed to synthesize it. The reactants are: [C:1]([O:5][C@@H:6]([C:10]1[C:35]([CH3:36])=[CH:34][C:13]2[N:14]=[C:15]([C:17]3[CH:18]=[C:19]4[C:23](=[CH:24][CH:25]=3)[N:22]([CH3:26])[N:21]=[C:20]4[N:27]3[CH2:32]CN(C)C[CH2:28]3)[S:16][C:12]=2[C:11]=1[C:37]1[CH:42]=[CH:41][C:40]([Cl:43])=[CH:39][CH:38]=1)[C:7]([OH:9])=[O:8])([CH3:4])([CH3:3])[CH3:2].BrC1C=C2C(=CC=1)N(C)N=C2N(C)C. (5) Given the product [ClH:23].[CH3:1][O:2][C:3]1[CH:8]=[CH:7][CH:6]=[CH:5][C:4]=1[CH:9]([CH3:39])[CH2:10][N:11]([CH2:24][CH2:25][CH2:26][O:27][C:28]1[CH2:29][C:30](=[CH:34][C:35]([OH:37])=[O:36])[CH:31]=[CH:32][CH:33]=1)[CH2:12][C:13]1[CH:18]=[CH:17][CH:16]=[C:15]([C:19]([F:22])([F:20])[F:21])[C:14]=1[Cl:23], predict the reactants needed to synthesize it. The reactants are: [CH3:1][O:2][C:3]1[CH:8]=[CH:7][CH:6]=[CH:5][C:4]=1[CH:9]([CH3:39])[CH2:10][N:11]([CH2:24][CH2:25][CH2:26][O:27][C:28]1[CH2:29][C:30](=[CH:34][C:35]([O:37]C)=[O:36])[CH:31]=[CH:32][CH:33]=1)[CH2:12][C:13]1[CH:18]=[CH:17][CH:16]=[C:15]([C:19]([F:22])([F:21])[F:20])[C:14]=1[Cl:23].ClC1C=CC=CC=1C(C)CN(CCCOC1CC(=CC(O)=O)C=CC=1)CC1C=CC=C(C(F)(F)F)C=1Cl. (6) Given the product [F:27][C:28]1[CH:35]=[CH:34][C:31]([CH2:32][NH:33][C:15]([C:3]2[N:4]=[C:5]3[N:10]([C:11](=[O:12])[C:2]=2[OH:1])[CH2:9][CH2:8][O:7][C:6]3([CH3:13])[CH3:14])=[O:17])=[CH:30][CH:29]=1, predict the reactants needed to synthesize it. The reactants are: [OH:1][C:2]1[C:11](=[O:12])[N:10]2[C:5]([C:6]([CH3:14])([CH3:13])[O:7][CH2:8][CH2:9]2)=[N:4][C:3]=1[C:15]([O:17]CC)=O.C(N(CC)CC)C.[F:27][C:28]1[CH:35]=[CH:34][C:31]([CH2:32][NH2:33])=[CH:30][CH:29]=1.